From a dataset of TCR-epitope binding with 47,182 pairs between 192 epitopes and 23,139 TCRs. Binary Classification. Given a T-cell receptor sequence (or CDR3 region) and an epitope sequence, predict whether binding occurs between them. (1) The epitope is VTIAEILLI. The TCR CDR3 sequence is CAISEGQGNEQFF. Result: 0 (the TCR does not bind to the epitope). (2) The TCR CDR3 sequence is CASSLGIGTSGGPYNEQFF. The epitope is SEVGPEHSLAEY. Result: 0 (the TCR does not bind to the epitope). (3) The epitope is IVDTVSALV. The TCR CDR3 sequence is CASSFGGPGQFF. Result: 1 (the TCR binds to the epitope). (4) The epitope is ALSKGVHFV. The TCR CDR3 sequence is CASSQVGANEKLFF. Result: 0 (the TCR does not bind to the epitope).